Dataset: Reaction yield outcomes from USPTO patents with 853,638 reactions. Task: Predict the reaction yield, written as a fraction of the theoretical maximum amount of product (1.0 means a 100% yield; for example, 0.34 means a 34% yield). (1) The reactants are [O:1]=[CH:2][C@@H:3]([C@H:5]([C@@H:7]([C@@H:9]([CH2:11][OH:12])[OH:10])[OH:8])[OH:6])[OH:4].FC(F)(F)S(O)(=O)=O.[CH2:21](O)[CH:22]=[CH2:23].[C:25](Cl)([C:38]1[CH:43]=[CH:42][CH:41]=[CH:40][CH:39]=1)(C1C=CC=CC=1)C1C=CC=CC=1.[CH2:45](Cl)[C:46]1[CH:51]=[CH:50][CH:49]=[CH:48][CH:47]=1.[H-].[Na+]. The catalyst is C(N(CC)CC)C. The product is [CH2:21]([O:1][CH:2]1[O:10][C@H:9]([CH2:11][OH:12])[C@@H:7]([O:8][CH2:45][C:46]2[CH:51]=[CH:50][CH:49]=[CH:48][CH:47]=2)[C@H:5]([O:6][CH2:25][C:38]2[CH:43]=[CH:42][CH:41]=[CH:40][CH:39]=2)[C@H:3]1[O:4][CH2:25][C:38]1[CH:39]=[CH:40][CH:41]=[CH:42][CH:43]=1)[CH:22]=[CH2:23]. The yield is 0.540. (2) The reactants are [F:1][C:2]1[C:11]2[N:10]=[C:9]([CH3:12])[CH:8]=[CH:7][C:6]=2[C:5]([OH:13])=[CH:4][CH:3]=1.N1C=CC=CC=1.[F:20][C:21]([F:34])([F:33])[S:22](O[S:22]([C:21]([F:34])([F:33])[F:20])(=[O:24])=[O:23])(=[O:24])=[O:23].O. The catalyst is ClCCl. The product is [F:20][C:21]([F:34])([F:33])[S:22]([O:13][C:5]1[CH:4]=[CH:3][C:2]([F:1])=[C:11]2[C:6]=1[CH:7]=[CH:8][C:9]([CH3:12])=[N:10]2)(=[O:24])=[O:23]. The yield is 0.740. (3) The reactants are Br[C:2]1[CH:3]=[C:4]([N:11]2[CH2:16][CH2:15][N:14]([CH3:17])[CH2:13][CH2:12]2)[CH:5]=[CH:6][C:7]=1[N+:8]([O-:10])=[O:9].C([O-])([O-])=O.[K+].[K+].CC1(C)C(C)(C)OB([C:32]2[CH2:33][CH2:34][O:35][CH2:36][CH:37]=2)O1. The catalyst is O1CCOCC1. The product is [O:35]1[CH2:34][CH:33]=[C:32]([C:2]2[CH:3]=[C:4]([N:11]3[CH2:16][CH2:15][N:14]([CH3:17])[CH2:13][CH2:12]3)[CH:5]=[CH:6][C:7]=2[N+:8]([O-:10])=[O:9])[CH2:37][CH2:36]1. The yield is 0.360. (4) The reactants are [C:1]([O:5][C:6]([N:8]1[CH2:13][CH:12]=[C:11]([C:14]2[CH:19]=[CH:18][C:17]([N+:20]([O-])=O)=[CH:16][N:15]=2)[CH2:10][CH2:9]1)=[O:7])([CH3:4])([CH3:3])[CH3:2]. The catalyst is CO.[Pd]. The product is [C:1]([O:5][C:6]([N:8]1[CH2:9][CH2:10][CH:11]([C:14]2[CH:19]=[CH:18][C:17]([NH2:20])=[CH:16][N:15]=2)[CH2:12][CH2:13]1)=[O:7])([CH3:4])([CH3:2])[CH3:3]. The yield is 1.07.